This data is from Peptide-MHC class I binding affinity with 185,985 pairs from IEDB/IMGT. The task is: Regression. Given a peptide amino acid sequence and an MHC pseudo amino acid sequence, predict their binding affinity value. This is MHC class I binding data. (1) The peptide sequence is PEFDWILGWT. The MHC is HLA-B45:01 with pseudo-sequence HLA-B45:01. The binding affinity (normalized) is 0. (2) The peptide sequence is YWLNTPFLV. The MHC is HLA-A24:02 with pseudo-sequence HLA-A24:02. The binding affinity (normalized) is 1.00. (3) The peptide sequence is APRELLQYI. The MHC is HLA-B58:01 with pseudo-sequence HLA-B58:01. The binding affinity (normalized) is 0.0847. (4) The peptide sequence is KMKDPKMYH. The MHC is HLA-A02:12 with pseudo-sequence HLA-A02:12. The binding affinity (normalized) is 0.0847.